Dataset: Forward reaction prediction with 1.9M reactions from USPTO patents (1976-2016). Task: Predict the product of the given reaction. (1) Given the reactants [Cl:1][C:2]1[CH:3]=[C:4]([CH:9]=[C:10]([C:12]2[CH:17]=[CH:16][C:15]([CH2:18]O)=[CH:14][CH:13]=2)[N:11]=1)[C:5]([O:7][CH3:8])=[O:6].C1(P(C2C=CC=CC=2)C2C=CC=CC=2)C=CC=CC=1.C(Br)(Br)(Br)[Br:40], predict the reaction product. The product is: [Br:40][CH2:18][C:15]1[CH:16]=[CH:17][C:12]([C:10]2[CH:9]=[C:4]([CH:3]=[C:2]([Cl:1])[N:11]=2)[C:5]([O:7][CH3:8])=[O:6])=[CH:13][CH:14]=1. (2) Given the reactants CO[C:3](=[O:13])[C:4]1[C:9]([I:10])=[CH:8][CH:7]=[CH:6][C:5]=1[CH2:11]Br.[C:14]1([CH:20]([CH3:24])[CH2:21][CH2:22][NH2:23])[CH:19]=[CH:18][CH:17]=[CH:16][CH:15]=1.C([O-])([O-])=O.[K+].[K+].C(OCC)(=O)C, predict the reaction product. The product is: [I:10][C:9]1[CH:8]=[CH:7][CH:6]=[C:5]2[C:4]=1[C:3](=[O:13])[N:23]([CH2:22][CH2:21][CH:20]([C:14]1[CH:19]=[CH:18][CH:17]=[CH:16][CH:15]=1)[CH3:24])[CH2:11]2. (3) Given the reactants [CH2:1]([O:8][C:9]1[CH:10]=[C:11]([CH2:15][C:16]([O:18]CC)=[O:17])[CH:12]=[CH:13][CH:14]=1)[C:2]1[CH:7]=[CH:6][CH:5]=[CH:4][CH:3]=1.[OH-].[Na+], predict the reaction product. The product is: [CH2:1]([O:8][C:9]1[CH:10]=[C:11]([CH2:15][C:16]([OH:18])=[O:17])[CH:12]=[CH:13][CH:14]=1)[C:2]1[CH:3]=[CH:4][CH:5]=[CH:6][CH:7]=1. (4) Given the reactants [NH2:1][C:2]1[S:12][C:5]2[CH2:6][N:7]([CH2:10][CH3:11])[CH2:8][CH2:9][C:4]=2[C:3]=1[C:13]([NH2:15])=[O:14].[CH:16](O)=[O:17], predict the reaction product. The product is: [CH2:10]([N:7]1[CH2:8][CH2:9][C:4]2[C:3]([C:13]([NH2:15])=[O:14])=[C:2]([NH:1][CH:16]=[O:17])[S:12][C:5]=2[CH2:6]1)[CH3:11]. (5) Given the reactants [F:1][C:2]([F:13])([F:12])[O:3][C:4]1[CH:11]=[CH:10][C:7]([CH:8]=O)=[CH:6][CH:5]=1.[NH2:14][C:15]1[N:16]=[N:17][C:18]([CH3:21])=[CH:19][CH:20]=1.C([O:24][C:25](=O)[C:26](=[O:38])[CH2:27][C:28]([C:30]1[CH:35]=[CH:34][C:33]([C:36]#[N:37])=[CH:32][CH:31]=1)=[O:29])C, predict the reaction product. The product is: [OH:38][C:26]1[C:25](=[O:24])[N:14]([C:15]2[N:16]=[N:17][C:18]([CH3:21])=[CH:19][CH:20]=2)[CH:8]([C:7]2[CH:10]=[CH:11][C:4]([O:3][C:2]([F:13])([F:12])[F:1])=[CH:5][CH:6]=2)[C:27]=1[C:28]([C:30]1[CH:31]=[CH:32][C:33]([C:36]#[N:37])=[CH:34][CH:35]=1)=[O:29]. (6) Given the reactants [Br:1][C:2]1[CH:8]=[CH:7][C:5]([NH2:6])=[CH:4][CH:3]=1.[Li]CCCC.Cl[Si:15]([CH3:26])([CH3:25])[CH:16]1[C:20]([CH3:21])=[C:19]([CH3:22])[C:18]([CH3:23])=[C:17]1[CH3:24], predict the reaction product. The product is: [Br:1][C:2]1[CH:8]=[CH:7][C:5]([NH:6][Si:15]([CH3:25])([CH3:26])[CH:16]2[C:20]([CH3:21])=[C:19]([CH3:22])[C:18]([CH3:23])=[C:17]2[CH3:24])=[CH:4][CH:3]=1. (7) Given the reactants [CH3:1][O:2][C:3]1[C:8]([C:9]([OH:11])=O)=[CH:7][C:6]([C:12]([NH2:14])=[O:13])=[CH:5][CH:4]=1.[C:15]1([NH2:25])[C:24]2[C:19](=[CH:20][CH:21]=[CH:22][CH:23]=2)[CH:18]=[CH:17][CH:16]=1, predict the reaction product. The product is: [CH3:1][O:2][C:3]1[CH:4]=[CH:5][C:6]([C:12]([NH2:14])=[O:13])=[CH:7][C:8]=1[C:9]([NH:25][C:15]1[C:24]2[C:19](=[CH:20][CH:21]=[CH:22][CH:23]=2)[CH:18]=[CH:17][CH:16]=1)=[O:11]. (8) Given the reactants [NH2:1][C:2]1[CH:26]=[CH:25][C:24]([O:27][C:28]2[CH:33]=[CH:32][CH:31]=[CH:30][CH:29]=2)=[CH:23][C:3]=1[C:4]([NH:6][C:7]1[CH:12]=[CH:11][C:10]([O:13][CH2:14][CH2:15][N:16]2[CH2:20][CH2:19][CH2:18][CH2:17]2)=[C:9]([O:21][CH3:22])[CH:8]=1)=[O:5].[CH2:34](C(CC)(CC)C([O-])([O-])[O-])[CH3:35], predict the reaction product. The product is: [CH3:22][O:21][C:9]1[CH:8]=[C:7]([N:6]2[C:4](=[O:5])[C:3]3[C:2](=[CH:26][CH:25]=[C:24]([O:27][C:28]4[CH:33]=[CH:32][CH:31]=[CH:30][CH:29]=4)[CH:23]=3)[N:1]=[C:34]2[CH3:35])[CH:12]=[CH:11][C:10]=1[O:13][CH2:14][CH2:15][N:16]1[CH2:17][CH2:18][CH2:19][CH2:20]1.